Dataset: Reaction yield outcomes from USPTO patents with 853,638 reactions. Task: Predict the reaction yield, written as a fraction of the theoretical maximum amount of product (1.0 means a 100% yield; for example, 0.34 means a 34% yield). (1) The reactants are Br[C:2]1[C:3]([O:12][CH3:13])=[C:4]([CH:9]=[CH:10][CH:11]=1)[C:5]([O:7][CH3:8])=[O:6].[Cl:14][C:15]1[CH:20]=[CH:19][C:18](B(O)O)=[CH:17][CH:16]=1.C([O-])([O-])=O.[K+].[K+]. The catalyst is C1(C)C=CC=CC=1. The product is [Cl:14][C:15]1[CH:20]=[CH:19][C:18]([C:2]2[CH:11]=[CH:10][CH:9]=[C:4]([C:5]([O:7][CH3:8])=[O:6])[C:3]=2[O:12][CH3:13])=[CH:17][CH:16]=1. The yield is 0.800. (2) The reactants are [CH2:1]([C:8]1[CH:13]=[CH:12][C:11]([OH:14])=[CH:10][CH:9]=1)[C:2]1[CH:7]=[CH:6][CH:5]=[CH:4][CH:3]=1.[H-].[Na+].[C:17]([O:21][C:22]([N:24]1[CH2:28][CH2:27][CH2:26][C@@H:25]1[CH2:29]OS(C1C=CC(C)=CC=1)(=O)=O)=[O:23])([CH3:20])([CH3:19])[CH3:18]. The catalyst is CN(C=O)C. The product is [C:17]([O:21][C:22]([N:24]1[CH2:28][CH2:27][CH2:26][C@@H:25]1[CH2:29][O:14][C:11]1[CH:10]=[CH:9][C:8]([CH2:1][C:2]2[CH:3]=[CH:4][CH:5]=[CH:6][CH:7]=2)=[CH:13][CH:12]=1)=[O:23])([CH3:20])([CH3:18])[CH3:19]. The yield is 0.730. (3) The reactants are F[P-](F)(F)(F)(F)F.C[N+](C)=[C:10](N(C)C)[O:11][N:12]1[C:16]2N=CC=CC=2N=N1.CCN(C(C)C)C(C)C.[Br:34][C:35]1[CH:36]=[CH:37][C:38]([C:41]([OH:43])=O)=[N:39][CH:40]=1. The catalyst is CN(C=O)C. The product is [Br:34][C:35]1[CH:36]=[CH:37][C:38]([C:41]([N:12]([O:11][CH3:10])[CH3:16])=[O:43])=[N:39][CH:40]=1. The yield is 0.600. (4) The reactants are [C:1]([O:9][CH2:10][CH3:11])(=[O:8])[CH2:2][C:3]([O:5][CH2:6][CH3:7])=[O:4].[H-].[Na+].Br[CH2:15][C:16]([O:18][C:19]([CH3:22])([CH3:21])[CH3:20])=[O:17].C(OCC)(=O)C. The catalyst is C1COCC1. The product is [CH2:10]([O:9][C:1](=[O:8])[CH:2]([C:3]([O:5][CH2:6][CH3:7])=[O:4])[CH2:15][C:16]([O:18][C:19]([CH3:22])([CH3:21])[CH3:20])=[O:17])[CH3:11]. The yield is 0.928. (5) The reactants are [C:1]([NH:4][C:5]1[CH:14]=[C:13]([C:15]([F:18])([F:17])[F:16])[CH:12]=[CH:11][C:6]=1[C:7]([O:9][CH3:10])=[O:8])(=[O:3])[CH3:2].[N+:19]([O-])([OH:21])=[O:20]. No catalyst specified. The product is [C:1]([NH:4][C:5]1[C:14]([N+:19]([O-:21])=[O:20])=[C:13]([C:15]([F:16])([F:17])[F:18])[CH:12]=[CH:11][C:6]=1[C:7]([O:9][CH3:10])=[O:8])(=[O:3])[CH3:2]. The yield is 0.380. (6) The reactants are [NH2:1][C@H:2]([C:9]1[CH:14]=[CH:13][CH:12]=[CH:11][CH:10]=1)[CH2:3][C:4]([O:6]CC)=O.[CH3:15][C:16]1[N:17]=[C:18]2[C:23](=O)[CH2:22][CH2:21][CH2:20][N:19]2[C:25]=1[CH3:26].CC(C)([O-])C.[K+].[Cl-].[NH4+]. The catalyst is C1(C)C=CC=CC=1.O1CCCC1.O.C1(C)C=CC(S(O)(=O)=O)=CC=1.O. The product is [CH3:15][C:16]1[N:17]=[C:18]2[C:23]3[NH:1][C@H:2]([C:9]4[CH:10]=[CH:11][CH:12]=[CH:13][CH:14]=4)[CH2:3][C:4](=[O:6])[C:22]=3[CH2:21][CH2:20][N:19]2[C:25]=1[CH3:26]. The yield is 0.880. (7) The reactants are [F:1][C:2]1[CH:7]=[CH:6][C:5]([F:8])=[CH:4][C:3]=1[C@H:9]1[CH2:13][CH2:12][CH2:11][N:10]1[C:14]1[CH:19]=[CH:18][N:17]2[N:20]=[CH:21][C:22]([NH2:23])=[C:16]2[N:15]=1.[N:24]1[CH:29]=[CH:28][N:27]=[CH:26][C:25]=1[C:30](O)=[O:31].CN(C(ON1N=NC2C=CC=NC1=2)=[N+](C)C)C.F[P-](F)(F)(F)(F)F.CCN(C(C)C)C(C)C. The catalyst is CCOC(C)=O.CN(C=O)C. The product is [F:1][C:2]1[CH:7]=[CH:6][C:5]([F:8])=[CH:4][C:3]=1[C@H:9]1[CH2:13][CH2:12][CH2:11][N:10]1[C:14]1[CH:19]=[CH:18][N:17]2[N:20]=[CH:21][C:22]([NH:23][C:30]([C:25]3[CH:26]=[N:27][CH:28]=[CH:29][N:24]=3)=[O:31])=[C:16]2[N:15]=1. The yield is 0.930.